This data is from hERG Central: cardiac toxicity at 1µM, 10µM, and general inhibition. The task is: Predict hERG channel inhibition at various concentrations. (1) The molecule is COc1ccc(C(=O)N/C(=C\c2cccc3ccccc23)C(=O)N2CCN(C)CC2)cc1. Results: hERG_inhib (hERG inhibition (general)): blocker. (2) The molecule is CSc1ccc(CN2CCN(Cc3ccc([N+](=O)[O-])cc3)CC2)cc1.O=C(O)C(=O)O. Results: hERG_inhib (hERG inhibition (general)): blocker. (3) The drug is O=C(/C=C/c1ccc(Cl)cc1)NC(=S)NN1CCCCC1c1cccnc1. Results: hERG_inhib (hERG inhibition (general)): blocker. (4) The drug is COc1ccc(N(C(=O)/C=C/c2ccc(OC)c(OC)c2)C2=CC3CCC(C2)N3C)cc1.Cl. Results: hERG_inhib (hERG inhibition (general)): blocker. (5) The molecule is CCOCCCn1c(SCC(=O)Nc2cccc(OC)c2)nc2ccccc2c1=O. Results: hERG_inhib (hERG inhibition (general)): blocker.